From a dataset of Peptide-MHC class I binding affinity with 185,985 pairs from IEDB/IMGT. Regression. Given a peptide amino acid sequence and an MHC pseudo amino acid sequence, predict their binding affinity value. This is MHC class I binding data. (1) The peptide sequence is ALVACVAAL. The MHC is HLA-A02:01 with pseudo-sequence HLA-A02:01. The binding affinity (normalized) is 0.629. (2) The peptide sequence is GMFTNRSGSQ. The MHC is HLA-A01:01 with pseudo-sequence HLA-A01:01. The binding affinity (normalized) is 0. (3) The peptide sequence is RSLFNTIAVLY. The MHC is HLA-A30:01 with pseudo-sequence HLA-A30:01. The binding affinity (normalized) is 0.0847. (4) The peptide sequence is RVWIEDNPW. The MHC is HLA-B58:01 with pseudo-sequence HLA-B58:01. The binding affinity (normalized) is 0.931. (5) The peptide sequence is HAEIESATL. The MHC is HLA-A02:19 with pseudo-sequence HLA-A02:19. The binding affinity (normalized) is 0.0847. (6) The peptide sequence is LPDLPTTTI. The MHC is HLA-B51:01 with pseudo-sequence HLA-B51:01. The binding affinity (normalized) is 0.369.